This data is from Reaction yield outcomes from USPTO patents with 853,638 reactions. The task is: Predict the reaction yield, written as a fraction of the theoretical maximum amount of product (1.0 means a 100% yield; for example, 0.34 means a 34% yield). (1) The reactants are [C:1]1([CH2:7][CH2:8][CH2:9][C@H:10]([C@@H:14]([N:16]([CH:24]=[O:25])[O:17][CH:18]2[CH2:23][CH2:22][CH2:21][CH2:20][O:19]2)[CH3:15])[C:11]([OH:13])=O)[CH:6]=[CH:5][CH:4]=[CH:3][CH:2]=1.CN([P+](ON1N=NC2C=CC=CC1=2)(N(C)C)N(C)C)C.F[P-](F)(F)(F)(F)F.C1C=CC2N(O)N=NC=2C=1.CN1CCOCC1.[CH3:70][NH:71][C:72](=[O:79])[C@@H:73]([NH2:78])[C:74]([CH3:77])([CH3:76])[CH3:75]. The catalyst is CN(C=O)C. The product is [CH3:75][C:74]([CH3:77])([CH3:76])[C@H:73]([NH:78][C:11](=[O:13])[C@H:10]([CH2:9][CH2:8][CH2:7][C:1]1[CH:2]=[CH:3][CH:4]=[CH:5][CH:6]=1)[C@@H:14]([N:16]([CH:24]=[O:25])[O:17][CH:18]1[CH2:23][CH2:22][CH2:21][CH2:20][O:19]1)[CH3:15])[C:72](=[O:79])[NH:71][CH3:70]. The yield is 0.360. (2) The reactants are C(O[C:6]([NH:8][CH2:9][CH2:10][O:11][C:12](=[O:36])[CH2:13][O:14][C:15]1[CH:20]=[CH:19][C:18]([CH2:21][CH2:22][CH2:23][CH2:24][NH:25][C:26]([O:28][CH2:29][C:30]2[CH:35]=[CH:34][CH:33]=[CH:32][CH:31]=2)=[O:27])=[CH:17][CH:16]=1)=O)(C)(C)C.[CH2:37](OC(NCCC[CH2:37][C:38]1C=CC(OCC(O)=O)=[CH:40][CH:39]=1)=O)[C:38]1C=CC=[CH:40][CH:39]=1. No catalyst specified. The product is [N:8]1([CH2:9][CH2:10][O:11][C:12](=[O:36])[CH2:13][O:14][C:15]2[CH:16]=[CH:17][C:18]([CH2:21][CH2:22][CH2:23][CH2:24][NH:25][C:26]([O:28][CH2:29][C:30]3[CH:31]=[CH:32][CH:33]=[CH:34][CH:35]=3)=[O:27])=[CH:19][CH:20]=2)[CH2:6][CH2:40][CH2:39][CH2:38][CH2:37]1. The yield is 0.600. (3) The reactants are [Si](O[CH2:9][CH2:10][CH2:11][CH2:12][C:13]([C:25]1[CH:30]=[CH:29][CH:28]=[C:27]([Cl:31])[CH:26]=1)([C:15]1[CH:19]=[C:18]([CH:20]2OCC[O:21]2)[S:17][CH:16]=1)[OH:14])(C(C)(C)C)(C)C.Cl. The catalyst is C1COCC1.O. The product is [Cl:31][C:27]1[CH:26]=[C:25]([C:13]2([C:15]3[CH:19]=[C:18]([CH:20]=[O:21])[S:17][CH:16]=3)[CH2:12][CH2:11][CH2:10][CH2:9][O:14]2)[CH:30]=[CH:29][CH:28]=1. The yield is 0.690. (4) The reactants are [Br:1][C:2]1[CH:3]=[C:4]2[C:9](=[CH:10][CH:11]=1)[NH:8][C:7](=[O:12])[CH:6]=[CH:5]2.[H-].[Na+].I[CH3:16].O. The catalyst is CN(C)C=O. The product is [Br:1][C:2]1[CH:3]=[C:4]2[C:9](=[CH:10][CH:11]=1)[N:8]([CH3:16])[C:7](=[O:12])[CH:6]=[CH:5]2. The yield is 0.850.